Dataset: Reaction yield outcomes from USPTO patents with 853,638 reactions. Task: Predict the reaction yield, written as a fraction of the theoretical maximum amount of product (1.0 means a 100% yield; for example, 0.34 means a 34% yield). (1) The reactants are [Cl:1][C:2]1[N:10]=[CH:9][C:8]([F:11])=[CH:7][C:3]=1[C:4]([NH2:6])=O.ClCCl.C(N(CC)CC)C.FC(F)(F)C(OC(=O)C(F)(F)F)=O. The catalyst is O. The product is [Cl:1][C:2]1[N:10]=[CH:9][C:8]([F:11])=[CH:7][C:3]=1[C:4]#[N:6]. The yield is 0.920. (2) The reactants are [OH2:1].C[N+]1([O-])[CH2:8][CH2:7][O:6][CH2:5][CH2:4]1.[C:10]([NH:20][CH2:21][CH2:22][CH2:23][CH2:24][C:25]1[CH:30]=[CH:29][C:28](OCC=C)=CC=1)([O:12][CH2:13][C:14]1[CH:19]=[CH:18][CH:17]=[CH:16][CH:15]=1)=[O:11].OS([O-])=O.[Na+].[C:40]([OH:44])(C)(C)C. The product is [C:10]([NH:20][CH2:21][CH2:22][CH2:23][CH2:24][C:25]1[CH:30]=[CH:29][CH:28]=[CH:8][C:7]=1[O:6][CH2:5][CH:4]([OH:1])[CH2:40][OH:44])([O:12][CH2:13][C:14]1[CH:15]=[CH:16][CH:17]=[CH:18][CH:19]=1)=[O:11]. The yield is 0.620. The catalyst is CC(C)=O.O.[Os](=O)(=O)(=O)=O. (3) The reactants are [CH3:1][C:2]1([CH3:12])[C:11]2[C:6](=[CH:7][CH:8]=[CH:9][CH:10]=2)[NH:5][CH2:4][CH2:3]1.[N+:13]([O-])([O-:15])=[O:14].[K+].C([O-])([O-])=O.[Na+].[Na+]. The catalyst is OS(O)(=O)=O. The product is [CH3:1][C:2]1([CH3:12])[C:11]2[C:6](=[CH:7][C:8]([N+:13]([O-:15])=[O:14])=[CH:9][CH:10]=2)[NH:5][CH2:4][CH2:3]1. The yield is 0.500. (4) The catalyst is O=S(Cl)Cl.C(OCC)(=O)C. The product is [O:1]1[C:5]2[CH:6]=[CH:7][C:8]([C:10]3[S:11][CH:12]=[C:13]([C:15]([NH:28][C:25]4[O:26][CH:27]=[C:23]([C:21]([O:20][CH2:18][CH3:19])=[O:22])[N:24]=4)=[O:17])[N:14]=3)=[CH:9][C:4]=2[CH2:3][CH2:2]1. The yield is 0.0100. The reactants are [O:1]1[C:5]2[CH:6]=[CH:7][C:8]([C:10]3[S:11][CH:12]=[C:13]([C:15]([OH:17])=O)[N:14]=3)=[CH:9][C:4]=2[CH2:3][CH2:2]1.[CH2:18]([O:20][C:21]([C:23]1[N:24]=[C:25]([NH2:28])[O:26][CH:27]=1)=[O:22])[CH3:19].O. (5) The reactants are [F:1][C:2]1[CH:7]=[C:6](I)[CH:5]=[CH:4][C:3]=1[N:9]1[CH:14]=[C:13]([O:15][CH3:16])[C:12](=[O:17])[C:11]([C:18]2[N:22]([C:23]3[CH:28]=[CH:27][CH:26]=[CH:25][CH:24]=3)[N:21]=[CH:20][CH:19]=2)=[N:10]1.[C:29]([N:33]1[CH2:37][CH2:36][NH:35][C:34]1=[O:38])([CH3:32])([CH3:31])[CH3:30].N[C@@H]1CCCC[C@H]1N.[O-]P([O-])([O-])=O.[K+].[K+].[K+]. The catalyst is C1(C)C=CC=CC=1.[Cu]I. The product is [C:29]([N:33]1[CH2:37][CH2:36][N:35]([C:6]2[CH:5]=[CH:4][C:3]([N:9]3[CH:14]=[C:13]([O:15][CH3:16])[C:12](=[O:17])[C:11]([C:18]4[N:22]([C:23]5[CH:28]=[CH:27][CH:26]=[CH:25][CH:24]=5)[N:21]=[CH:20][CH:19]=4)=[N:10]3)=[C:2]([F:1])[CH:7]=2)[C:34]1=[O:38])([CH3:32])([CH3:31])[CH3:30]. The yield is 0.390. (6) The reactants are [F:1][C:2]1[CH:7]=[CH:6][C:5]([CH:8]([O:15][C:16]2[CH:17]=[CH:18][C:19]([CH2:25][CH2:26][C:27]3[CH:32]=[CH:31][C:30]([F:33])=[CH:29][CH:28]=3)=[C:20]([CH:24]=2)[C:21](O)=[O:22])[CH2:9][N:10]2[CH:14]=[CH:13][N:12]=[CH:11]2)=[CH:4][CH:3]=1.[NH2:34][C@@H:35]([CH2:43][CH2:44][S:45]([CH3:48])(=[O:47])=[O:46])[C:36]([O:38][C:39]([CH3:42])([CH3:41])[CH3:40])=[O:37].CCN=C=NCCCN(C)C.Cl. The catalyst is CN(C1C=CN=CC=1)C. The product is [F:1][C:2]1[CH:7]=[CH:6][C:5]([CH:8]([O:15][C:16]2[CH:17]=[CH:18][C:19]([CH2:25][CH2:26][C:27]3[CH:28]=[CH:29][C:30]([F:33])=[CH:31][CH:32]=3)=[C:20]([CH:24]=2)[C:21]([NH:34][C@@H:35]([CH2:43][CH2:44][S:45]([CH3:48])(=[O:47])=[O:46])[C:36]([O:38][C:39]([CH3:41])([CH3:42])[CH3:40])=[O:37])=[O:22])[CH2:9][N:10]2[CH:14]=[CH:13][N:12]=[CH:11]2)=[CH:4][CH:3]=1. The yield is 0.740. (7) The reactants are [F:1][CH:2](F)[CH2:3][NH2:4].[ClH:6].[Cl:7][CH2:8][C:9]1[CH:10]=[C:11]([NH:17][C:18]([C:20]2[S:21][CH:22]=[CH:23][CH:24]=2)=[NH:19])[CH:12]=[CH:13][C:14]=1[O:15][CH3:16]. No catalyst specified. The product is [ClH:7].[ClH:6].[F:1][CH2:2][CH2:3][NH:4][CH2:8][C:9]1[CH:10]=[C:11]([N:17]=[C:18]([C:20]2[S:21][CH:22]=[CH:23][CH:24]=2)[NH2:19])[CH:12]=[CH:13][C:14]=1[O:15][C:16]1[CH:11]=[CH:10][CH:9]=[CH:14][CH:13]=1. The yield is 0.320. (8) The reactants are FC(F)(F)C(O)=O.[NH2:8][C:9]1[N:14]=[C:13]([O:15][CH2:16][CH2:17][N:18](C)[C:19](=O)OC(C)(C)C)[CH:12]=[C:11]([NH:27][C:28](=[O:36])[C:29]2[CH:34]=[CH:33][CH:32]=[C:31]([Cl:35])[CH:30]=2)[N:10]=1. The catalyst is ClCCl. The product is [NH2:8][C:9]1[N:10]=[C:11]([NH:27][C:28](=[O:36])[C:29]2[CH:34]=[CH:33][CH:32]=[C:31]([Cl:35])[CH:30]=2)[CH:12]=[C:13]([O:15][CH2:16][CH2:17][NH:18][CH3:19])[N:14]=1. The yield is 0.00500.